Dataset: Catalyst prediction with 721,799 reactions and 888 catalyst types from USPTO. Task: Predict which catalyst facilitates the given reaction. (1) Reactant: [CH2:1]([CH:3]([NH:8][C:9](=[O:39])[C@H:10]([CH:36]([CH3:38])[CH3:37])[NH:11][C:12](=[O:35])[CH2:13][C:14]1[CH:19]=[C:18]([Sn:20]([CH2:29][CH2:30][CH2:31][CH3:32])([CH2:25][CH2:26][CH2:27][CH3:28])[CH2:21][CH2:22][CH2:23][CH3:24])[CH:17]=[CH:16][C:15]=1[O:33][CH3:34])[CH:4]([OH:7])[CH2:5][F:6])[CH3:2].C[N+]1([O-])CCOCC1. Product: [CH2:1]([CH:3]([NH:8][C:9](=[O:39])[C@H:10]([CH:36]([CH3:37])[CH3:38])[NH:11][C:12](=[O:35])[CH2:13][C:14]1[CH:19]=[C:18]([Sn:20]([CH2:29][CH2:30][CH2:31][CH3:32])([CH2:21][CH2:22][CH2:23][CH3:24])[CH2:25][CH2:26][CH2:27][CH3:28])[CH:17]=[CH:16][C:15]=1[O:33][CH3:34])[C:4](=[O:7])[CH2:5][F:6])[CH3:2]. The catalyst class is: 862. (2) Reactant: N(C(OC(C)C)=O)=NC(OC(C)C)=O.C1(P(C2C=CC=CC=2)C2C=CC=CC=2)C=CC=CC=1.[I:34][C:35]1[C:43]2[C:38](=[N:39][CH:40]=[N:41][C:42]=2[NH2:44])[NH:37][N:36]=1.[C:45]([O:49][C:50]([N:52]1[CH2:57][CH2:56][CH:55](O)[CH2:54][CH2:53]1)=[O:51])([CH3:48])([CH3:47])[CH3:46]. Product: [NH2:44][C:42]1[N:41]=[CH:40][N:39]=[C:38]2[N:37]([CH:55]3[CH2:56][CH2:57][N:52]([C:50]([O:49][C:45]([CH3:48])([CH3:47])[CH3:46])=[O:51])[CH2:53][CH2:54]3)[N:36]=[C:35]([I:34])[C:43]=12. The catalyst class is: 1. (3) Reactant: [N+:1]([C:4]1[C:5]([O:10][CH:11]([CH3:16])[C:12]([F:15])([F:14])[F:13])=[N:6][CH:7]=[CH:8][CH:9]=1)([O-])=O. Product: [F:15][C:12]([F:13])([F:14])[CH:11]([O:10][C:5]1[C:4]([NH2:1])=[CH:9][CH:8]=[CH:7][N:6]=1)[CH3:16]. The catalyst class is: 94. (4) Reactant: [C:1]([O:4][CH2:5][CH:6]1[CH2:15][C:14]2[C:9](=[CH:10][C:11]([O:19][CH2:20][CH3:21])=[C:12]([O:16][CH2:17][CH3:18])[CH:13]=2)[CH:8]=[N:7]1)(=[O:3])[CH3:2].CN([CH:25]=[C:26]([C:32](=[O:34])[CH3:33])[C:27]([O:29][CH2:30][CH3:31])=[O:28])C.Cl.O1CCOCC1. Product: [C:1]([O:4][CH2:5][CH:6]1[N:7]2[CH:8]([CH2:33][C:32](=[O:34])[C:26]([C:27]([O:29][CH2:30][CH3:31])=[O:28])=[CH:25]2)[C:9]2[CH:10]=[C:11]([O:19][CH2:20][CH3:21])[C:12]([O:16][CH2:17][CH3:18])=[CH:13][C:14]=2[CH2:15]1)(=[O:3])[CH3:2]. The catalyst class is: 16. (5) Reactant: [C:1]([O:4][C@@H:5]1[CH2:9][C:8](=[O:10])[N:7]([C@@H:11]2[CH2:16][CH2:15][CH2:14][CH2:13][C@H:12]2[O:17]CC2C=CC=CC=2)[C:6]1=[O:25])(=[O:3])[CH3:2].C1(C)C=CC=CC=1. Product: [C:1]([O:4][C@@H:5]1[CH2:9][C:8](=[O:10])[N:7]([C@@H:11]2[CH2:16][CH2:15][CH2:14][CH2:13][C@H:12]2[OH:17])[C:6]1=[O:25])(=[O:3])[CH3:2]. The catalyst class is: 45.